Dataset: Catalyst prediction with 721,799 reactions and 888 catalyst types from USPTO. Task: Predict which catalyst facilitates the given reaction. (1) Reactant: Cl[C:2]1[CH:11]=[CH:10][C:5]([C:6]([O:8][CH3:9])=[O:7])=[CH:4][C:3]=1[N+:12]([O-:14])=[O:13].CCN(C(C)C)C(C)C.[F:24][CH2:25][CH2:26][NH2:27]. The catalyst class is: 3. Product: [CH3:9][O:8][C:6](=[O:7])[C:5]1[CH:10]=[CH:11][C:2]([NH:27][CH2:26][CH2:25][F:24])=[C:3]([N+:12]([O-:14])=[O:13])[CH:4]=1. (2) Reactant: Cl[C:2]1[CH:7]=[N:6][N:5]([CH3:8])[C:4](=[O:9])[C:3]=1[O:10][CH3:11].[CH3:12][O:13][C:14]1[C:19](B(O)O)=[CH:18][CH:17]=[C:16]([C:23]([F:26])([F:25])[F:24])[N:15]=1.P([O-])([O-])([O-])=O.[K+].[K+].[K+].C(O)(C)(C)C. Product: [CH3:11][O:10][C:3]1[C:4](=[O:9])[N:5]([CH3:8])[N:6]=[CH:7][C:2]=1[C:19]1[C:14]([O:13][CH3:12])=[N:15][C:16]([C:23]([F:26])([F:24])[F:25])=[CH:17][CH:18]=1. The catalyst class is: 170. (3) Reactant: C([NH:8][C:9]1[C:10]([CH3:27])=[C:11]([CH3:26])[C:12]2[O:16][CH2:15][CH:14]([C:17]3[CH:22]=[CH:21][C:20]([CH3:23])=[CH:19][N:18]=3)[C:13]=2[C:24]=1[CH3:25])C1C=CC=CC=1. Product: [CH3:25][C:24]1[C:13]2[CH:14]([C:17]3[CH:22]=[CH:21][C:20]([CH3:23])=[CH:19][N:18]=3)[CH2:15][O:16][C:12]=2[C:11]([CH3:26])=[C:10]([CH3:27])[C:9]=1[NH2:8]. The catalyst class is: 175. (4) Reactant: [Br:1][C:2]1[CH:11]=[CH:10][C:9]2[N:8]=[C:7](Cl)[C:6]3=[N:13][N:14](CC4C=CC(OC)=CC=4)[CH:15]=[C:5]3[C:4]=2[CH:3]=1.[NH:25]1[C:33]2[C:28](=[CH:29][C:30]([NH2:34])=[CH:31][CH:32]=2)[CH:27]=[N:26]1.Cl. The catalyst class is: 71. Product: [Br:1][C:2]1[CH:11]=[CH:10][C:9]2[N:8]=[C:7]([NH:34][C:30]3[CH:29]=[C:28]4[C:33](=[CH:32][CH:31]=3)[NH:25][N:26]=[CH:27]4)[C:6]3=[N:13][NH:14][CH:15]=[C:5]3[C:4]=2[CH:3]=1. (5) Product: [CH3:33][C:4]([NH:6][C:7]([C:9]1[CH:18]=[CH:17][C:16]2[C:11](=[CH:12][CH:13]=[CH:14][CH:15]=2)[C:10]=1[O:19][CH2:20][C:21]1[CH:22]=[N:23][C:24]([O:27][CH2:28][C:29]([F:31])([F:32])[F:30])=[CH:25][CH:26]=1)=[O:8])([CH3:5])[C:3]([OH:34])=[O:2]. The catalyst class is: 36. Reactant: C[O:2][C:3](=[O:34])[C:4]([CH3:33])([NH:6][C:7]([C:9]1[CH:18]=[CH:17][C:16]2[C:11](=[CH:12][CH:13]=[CH:14][CH:15]=2)[C:10]=1[O:19][CH2:20][C:21]1[CH:22]=[N:23][C:24]([O:27][CH2:28][C:29]([F:32])([F:31])[F:30])=[CH:25][CH:26]=1)=[O:8])[CH3:5].[OH-].[Na+].O.Cl. (6) Reactant: C(OC(=O)[NH:7][C@@H:8]1[CH2:12][CH2:11][N:10]([C:13]2[N:21]=[C:20]3[C:16]([N:17]=[CH:18][N:19]3[C@@H:22]3[CH2:26][C@H:25]([NH:27][C:28]([O:30][CH2:31][C:32]4[CH:37]=[CH:36][CH:35]=[CH:34][CH:33]=4)=[O:29])[C@@H:24]([OH:38])[C@H:23]3[OH:39])=[C:15]([NH:40][CH2:41][CH:42]([C:49]3[CH:54]=[CH:53][CH:52]=[CH:51][CH:50]=3)[C:43]3[CH:48]=[CH:47][CH:46]=[CH:45][CH:44]=3)[N:14]=2)[CH2:9]1)(C)(C)C.Cl. Product: [CH2:31]([O:30][C:28](=[O:29])[NH:27][C@H:25]1[CH2:26][C@@H:22]([N:19]2[CH:18]=[N:17][C:16]3[C:20]2=[N:21][C:13]([N:10]2[CH2:11][CH2:12][C@@H:8]([NH2:7])[CH2:9]2)=[N:14][C:15]=3[NH:40][CH2:41][CH:42]([C:49]2[CH:50]=[CH:51][CH:52]=[CH:53][CH:54]=2)[C:43]2[CH:48]=[CH:47][CH:46]=[CH:45][CH:44]=2)[C@H:23]([OH:39])[C@@H:24]1[OH:38])[C:32]1[CH:37]=[CH:36][CH:35]=[CH:34][CH:33]=1. The catalyst class is: 71. (7) Reactant: C(OO)(C)(C)C.[Br:7][C:8]1[CH:9]=[C:10]([C:14]2([C:28]3[CH:33]=[CH:32][C:31]([O:34][CH3:35])=[CH:30][CH:29]=3)[C:18]3=[N:19][CH2:20][CH:21]([S:23]([CH3:26])(=[O:25])=[O:24])[CH2:22][N:17]3[C:16](=S)[NH:15]2)[CH:11]=[CH:12][CH:13]=1.[NH3:36]. Product: [Br:7][C:8]1[CH:9]=[C:10]([C:14]2([C:28]3[CH:29]=[CH:30][C:31]([O:34][CH3:35])=[CH:32][CH:33]=3)[C:18]3=[N:19][CH2:20][CH:21]([S:23]([CH3:26])(=[O:25])=[O:24])[CH2:22][N:17]3[C:16]([NH2:36])=[N:15]2)[CH:11]=[CH:12][CH:13]=1. The catalyst class is: 5. (8) Reactant: [Br-].[CH2:2]([O:4][C:5](=[O:42])/[CH:6]=[CH:7]/[CH2:8][N+:9]1[C:17]2[C:12](=[CH:13][CH:14]=[CH:15][CH:16]=2)[C:11]([CH3:19])([CH3:18])[C:10]=1/[CH:20]=[CH:21]/[CH:22]=[C:23]1/[N:24]([CH2:34]/[CH:35]=[CH:36]/[C:37]([O:39][CH2:40][CH3:41])=[O:38])[C:25]2[C:30]([C:31]/1([CH3:33])[CH3:32])=[CH:29][CH:28]=[CH:27][CH:26]=2)[CH3:3].[BH4-].[Na+]. Product: [CH2:40]([O:39][C:37](=[O:38])/[CH:36]=[CH:35]/[CH2:34][N:24]1[C:25]2[C:30](=[CH:29][CH:28]=[CH:27][CH:26]=2)[C:31]([CH3:32])([CH3:33])[CH:23]1/[CH:22]=[CH:21]/[CH:20]=[C:10]1/[N:9]([CH2:8]/[CH:7]=[CH:6]/[C:5]([O:4][CH2:2][CH3:3])=[O:42])[C:17]2[C:12]([C:11]/1([CH3:19])[CH3:18])=[CH:13][CH:14]=[CH:15][CH:16]=2)[CH3:41]. The catalyst class is: 254. (9) Reactant: [Cl:1][C:2]1[CH:3]=[C:4]([NH:17][C:18]2[C:19]3[N:26]([CH2:27][C:28]4[CH:29]=[C:30]([CH:35]=[CH:36][CH:37]=4)[C:31]([O:33]C)=[O:32])[CH:25]=[CH:24][C:20]=3[N:21]=[CH:22][N:23]=2)[CH:5]=[CH:6][C:7]=1[O:8][CH2:9][C:10]1[CH:15]=[CH:14][CH:13]=[C:12]([F:16])[CH:11]=1.O1CCCC1.[OH-].[Na+].Cl. Product: [Cl:1][C:2]1[CH:3]=[C:4]([NH:17][C:18]2[C:19]3[N:26]([CH2:27][C:28]4[CH:29]=[C:30]([CH:35]=[CH:36][CH:37]=4)[C:31]([OH:33])=[O:32])[CH:25]=[CH:24][C:20]=3[N:21]=[CH:22][N:23]=2)[CH:5]=[CH:6][C:7]=1[O:8][CH2:9][C:10]1[CH:15]=[CH:14][CH:13]=[C:12]([F:16])[CH:11]=1. The catalyst class is: 72.